Dataset: Catalyst prediction with 721,799 reactions and 888 catalyst types from USPTO. Task: Predict which catalyst facilitates the given reaction. (1) Reactant: [Cl:1][C:2]1[N:7]=[CH:6][C:5]([NH2:8])=[C:4](I)[CH:3]=1.[C:10]([OH:15])(=[O:14])[C:11]([CH3:13])=O.C1N2CCN(CC2)C1. Product: [Cl:1][C:2]1[CH:3]=[C:4]2[CH:13]=[C:11]([C:10]([OH:15])=[O:14])[NH:8][C:5]2=[CH:6][N:7]=1. The catalyst class is: 274. (2) Reactant: [S:1]1[CH:5]=[CH:4][CH:3]=[C:2]1[CH2:6][NH2:7].[C:8](O[C:8]([O:10][C:11]([CH3:14])([CH3:13])[CH3:12])=[O:9])([O:10][C:11]([CH3:14])([CH3:13])[CH3:12])=[O:9]. Product: [C:11]([O:10][C:8](=[O:9])[NH:7][CH2:6][C:2]1[S:1][CH:5]=[CH:4][CH:3]=1)([CH3:14])([CH3:13])[CH3:12]. The catalyst class is: 2. (3) Reactant: C(OC([N:8]1[C:16]2[C:11](=[CH:12][CH:13]=[C:14]([N+:17]([O-:19])=[O:18])[CH:15]=2)[C:10]([C:20]2[CH:25]=[CH:24][C:23]([N:26]([CH3:28])[CH3:27])=[CH:22][CH:21]=2)=[N:9]1)=O)(C)(C)C.[ClH:29]. Product: [ClH:29].[CH3:27][N:26]([CH3:28])[C:23]1[CH:22]=[CH:21][C:20]([C:10]2[C:11]3[C:16](=[CH:15][C:14]([N+:17]([O-:19])=[O:18])=[CH:13][CH:12]=3)[NH:8][N:9]=2)=[CH:25][CH:24]=1. The catalyst class is: 459. (4) Reactant: Cl[C:2]1[N:6]([CH3:7])[N:5]=[CH:4][C:3]=1[N+:8]([O-:10])=[O:9].[NH:11]1[CH2:17][CH:16]([OH:18])[CH2:15][NH:14][CH2:13][CH2:12]1.CCN(C(C)C)C(C)C.[C:28](O[C:28]([O:30][C:31]([CH3:34])([CH3:33])[CH3:32])=[O:29])([O:30][C:31]([CH3:34])([CH3:33])[CH3:32])=[O:29]. Product: [OH:18][CH:16]1[CH2:15][N:14]([C:28]([O:30][C:31]([CH3:34])([CH3:33])[CH3:32])=[O:29])[CH2:13][CH2:12][N:11]([C:2]2[N:6]([CH3:7])[N:5]=[CH:4][C:3]=2[N+:8]([O-:10])=[O:9])[CH2:17]1. The catalyst class is: 14. (5) Reactant: [C:1]([C:3]1[CH:8]=[CH:7][C:6]([N:9]=[C:10]=[O:11])=[CH:5][C:4]=1[O:12][CH3:13])#[N:2].[OH:14][CH2:15][C:16]([C:21]1[CH:26]=[CH:25][CH:24]=[CH:23][CH:22]=1)([C:18](O)=[O:19])[NH2:17].[OH-].[Na+].Cl.C(=O)(O)[O-].[Na+]. Product: [O:11]=[C:10]1[NH:17][C:16]([CH2:18][OH:19])([C:21]2[CH:26]=[CH:25][CH:24]=[CH:23][CH:22]=2)[C:15](=[O:14])[N:9]1[C:6]1[CH:7]=[CH:8][C:3]([C:1]#[N:2])=[C:4]([O:12][CH3:13])[CH:5]=1. The catalyst class is: 38.